The task is: Predict the reaction yield, written as a fraction of the theoretical maximum amount of product (1.0 means a 100% yield; for example, 0.34 means a 34% yield).. This data is from Reaction yield outcomes from USPTO patents with 853,638 reactions. The reactants are [O:1]1[C:5]2([CH2:10][CH2:9][CH:8]([CH2:11][OH:12])[CH2:7][CH2:6]2)[O:4][CH2:3][CH2:2]1.N1C=CN=C1.[Si:18](Cl)([C:21]([CH3:24])([CH3:23])[CH3:22])([CH3:20])[CH3:19]. The catalyst is CN(C=O)C. The product is [O:1]1[C:5]2([CH2:10][CH2:9][CH:8]([CH2:11][O:12][Si:18]([C:21]([CH3:24])([CH3:23])[CH3:22])([CH3:20])[CH3:19])[CH2:7][CH2:6]2)[O:4][CH2:3][CH2:2]1. The yield is 1.01.